From a dataset of Catalyst prediction with 721,799 reactions and 888 catalyst types from USPTO. Predict which catalyst facilitates the given reaction. (1) Reactant: C(OC([C:6]1[C:7]([Cl:17])=[N:8][N:9]2[C:14]([OH:15])=[CH:13][C:12]([CH3:16])=[N:11][C:10]=12)=O)C. Product: [Cl:17][C:7]1[CH:6]=[C:10]2[N:11]=[C:12]([CH3:16])[CH:13]=[C:14]([OH:15])[N:9]2[N:8]=1. The catalyst class is: 201. (2) Reactant: [C:1]([C:3]1[C:12]([O:13][CH3:14])=[CH:11][C:6]([C:7]([O:9][CH3:10])=[O:8])=[C:5]([F:15])[CH:4]=1)#[N:2].[NH2:16][OH:17]. Product: [NH2:2][C:1](=[N:16][OH:17])[C:3]1[C:12]([O:13][CH3:14])=[CH:11][C:6]([C:7]([O:9][CH3:10])=[O:8])=[C:5]([F:15])[CH:4]=1. The catalyst class is: 5. (3) Reactant: [CH2:1]([N:8]([CH2:25][C:26]1[CH:31]=[CH:30][C:29]([O:32][C:33]2[CH:38]=[CH:37][CH:36]=[C:35](O)[CH:34]=2)=[CH:28][CH:27]=1)[C:9]1[C:10]([CH3:24])=[C:11]([N:15](S(C)(=O)=O)[S:16]([CH3:19])(=[O:18])=[O:17])[CH:12]=[CH:13][CH:14]=1)[C:2]1[CH:7]=[CH:6][CH:5]=[CH:4][CH:3]=1.[N:40]1[CH:45]=[CH:44][CH:43]=[C:42]([CH2:46][CH2:47][OH:48])[CH:41]=1.C1C=CC(P(C2C=CC=CC=2)C2C=CC=CC=2)=CC=1.C1C=CC(COC(/N=N/C(OCC2C=CC=CC=2)=O)=O)=CC=1.C([O-])([O-])=O.[K+].[K+]. Product: [CH2:1]([N:8]([CH2:25][C:26]1[CH:27]=[CH:28][C:29]([O:32][C:33]2[CH:38]=[CH:37][CH:36]=[C:35]([O:48][CH2:47][CH2:46][C:42]3[CH:41]=[N:40][CH:45]=[CH:44][CH:43]=3)[CH:34]=2)=[CH:30][CH:31]=1)[C:9]1[C:10]([CH3:24])=[C:11]([NH:15][S:16]([CH3:19])(=[O:18])=[O:17])[CH:12]=[CH:13][CH:14]=1)[C:2]1[CH:3]=[CH:4][CH:5]=[CH:6][CH:7]=1. The catalyst class is: 1.